Dataset: Reaction yield outcomes from USPTO patents with 853,638 reactions. Task: Predict the reaction yield, written as a fraction of the theoretical maximum amount of product (1.0 means a 100% yield; for example, 0.34 means a 34% yield). (1) The reactants are [Cl:1][C:2]1[CH:18]=[N:17][C:5]2[CH2:6][NH:7][CH2:8][C@@H:9]([C:11]3[CH:16]=[CH:15][CH:14]=[CH:13][CH:12]=3)[O:10][C:4]=2[N:3]=1.C=O.[C:21](O[BH-](OC(=O)C)OC(=O)C)(=O)C.[Na+]. The catalyst is CO. The product is [Cl:1][C:2]1[CH:18]=[N:17][C:5]2[CH2:6][N:7]([CH3:21])[CH2:8][C@@H:9]([C:11]3[CH:16]=[CH:15][CH:14]=[CH:13][CH:12]=3)[O:10][C:4]=2[N:3]=1. The yield is 0.850. (2) The reactants are [CH3:1][C:2]1[C:18]([C:19]2[CH:24]=[CH:23][CH:22]=[CH:21][CH:20]=2)=[CH:17][CH:16]=[CH:15][C:3]=1[C:4]([NH:6][CH2:7][CH2:8][CH2:9][CH2:10][CH2:11][C:12](O)=[O:13])=[O:5].BrC1C(C)=C(C=CC=1)C(NCCCCCC(O)=O)=O.Cl.[NH2:45][OH:46]. No catalyst specified. The product is [OH:46][NH:45][C:12]([CH2:11][CH2:10][CH2:9][CH2:8][CH2:7][NH:6][C:4](=[O:5])[C:3]1[CH:15]=[CH:16][CH:17]=[C:18]([C:19]2[CH:24]=[CH:23][CH:22]=[CH:21][CH:20]=2)[C:2]=1[CH3:1])=[O:13]. The yield is 0.200. (3) The reactants are [OH:1][CH:2]([C:11]1[CH:16]=[CH:15][C:14]([CH2:17][O:18][Si:19]([CH:26]([CH3:28])[CH3:27])([CH:23]([CH3:25])[CH3:24])[CH:20]([CH3:22])[CH3:21])=[CH:13][CH:12]=1)[C:3]1[CH:4]=[C:5]([CH:8]=[CH:9][CH:10]=1)[C:6]#[N:7].O1CCC[CH2:30]1.[H-].[Na+].IC. The catalyst is C(=O)([O-])O.[Na+]. The product is [CH3:30][O:1][CH:2]([C:11]1[CH:16]=[CH:15][C:14]([CH2:17][O:18][Si:19]([CH:23]([CH3:25])[CH3:24])([CH:26]([CH3:28])[CH3:27])[CH:20]([CH3:21])[CH3:22])=[CH:13][CH:12]=1)[C:3]1[CH:4]=[C:5]([CH:8]=[CH:9][CH:10]=1)[C:6]#[N:7]. The yield is 0.600. (4) The reactants are [C:1]([NH:7][C:8]1[CH:9]=[N:10][CH:11]=[CH:12][CH:13]=1)(=[O:6])[C:2]([CH3:5])([CH3:4])[CH3:3].CN(C)CCN(C)C.[Li]CCCC.[I:27]I. The catalyst is C1COCC1. The product is [CH3:3][C:2]([CH3:5])([CH3:4])[C:1]([NH:7][C:8]1[CH:9]=[N:10][CH:11]=[CH:12][C:13]=1[I:27])=[O:6]. The yield is 0.230. (5) The reactants are [CH2:1]([N:3]1[C:7]([C:8]([OH:10])=O)=[CH:6][C:5]([CH3:11])=[N:4]1)[CH3:2].O1CCCC1.S(Cl)(Cl)=O.[NH2:21][C:22]1[CH:23]=[C:24]([CH:41]=[CH:42][C:43]=1[Cl:44])[O:25][C:26]1[CH:27]=[CH:28][C:29]2[N:30]([N:32]=[C:33]([NH:35][C:36]([CH:38]3[CH2:40][CH2:39]3)=[O:37])[N:34]=2)[CH:31]=1. The yield is 0.410. The catalyst is CN(C)C=O.CN(C)C(=O)C. The product is [Cl:44][C:43]1[CH:42]=[CH:41][C:24]([O:25][C:26]2[CH:27]=[CH:28][C:29]3[N:30]([N:32]=[C:33]([NH:35][C:36]([CH:38]4[CH2:40][CH2:39]4)=[O:37])[N:34]=3)[CH:31]=2)=[CH:23][C:22]=1[NH:21][C:8]([C:7]1[N:3]([CH2:1][CH3:2])[N:4]=[C:5]([CH3:11])[CH:6]=1)=[O:10].